From a dataset of Forward reaction prediction with 1.9M reactions from USPTO patents (1976-2016). Predict the product of the given reaction. (1) Given the reactants [Cl:1][C:2]1[C:3]([C:8]#[N:9])=[N:4][CH:5]=[CH:6][N:7]=1.[F:10]F, predict the reaction product. The product is: [Cl:1][C:2]1[C:3]([C:8]#[N:9])=[N:4][C:5]([F:10])=[CH:6][N:7]=1. (2) Given the reactants [CH3:1][O:2][C:3]1[C:4]([NH:14][C:15](=[O:19])OCC)=[N:5][C:6]2[C:11]([N:12]=1)=[CH:10][C:9]([CH3:13])=[CH:8][CH:7]=2.[CH3:20][C:21]1[CH:26]=[CH:25][CH:24]=[C:23]([CH3:27])[C:22]=1[N:28]1[CH2:33][CH2:32][NH:31][CH2:30][CH2:29]1, predict the reaction product. The product is: [CH3:1][O:2][C:3]1[C:4]([NH:14][C:15]([N:31]2[CH2:32][CH2:33][N:28]([C:22]3[C:23]([CH3:27])=[CH:24][CH:25]=[CH:26][C:21]=3[CH3:20])[CH2:29][CH2:30]2)=[O:19])=[N:5][C:6]2[C:11]([N:12]=1)=[CH:10][C:9]([CH3:13])=[CH:8][CH:7]=2. (3) Given the reactants C([O:8][C:9]1[CH:14]=[CH:13][C:12]([CH:15]2[N:18]([CH2:19][CH2:20][C:21]3[CH:26]=[CH:25][CH:24]=[CH:23][CH:22]=3)[C:17](=[O:27])[CH:16]2[C:28]2[CH:33]=[CH:32][C:31]([F:34])=[CH:30][CH:29]=2)=[CH:11][CH:10]=1)C1C=CC=CC=1, predict the reaction product. The product is: [F:34][C:31]1[CH:32]=[CH:33][C:28]([CH:16]2[CH:15]([C:12]3[CH:13]=[CH:14][C:9]([OH:8])=[CH:10][CH:11]=3)[N:18]([CH2:19][CH2:20][C:21]3[CH:22]=[CH:23][CH:24]=[CH:25][CH:26]=3)[C:17]2=[O:27])=[CH:29][CH:30]=1. (4) The product is: [CH:8](=[N:1][C:2]1[CH:7]=[CH:6][CH:5]=[CH:4][CH:3]=1)[CH:9]=[CH:10][C:11]1[CH:16]=[CH:15][CH:14]=[CH:13][CH:12]=1. Given the reactants [NH2:1][C:2]1[CH:7]=[CH:6][CH:5]=[CH:4][CH:3]=1.[CH:8](=O)[CH:9]=[CH:10][C:11]1[CH:16]=[CH:15][CH:14]=[CH:13][CH:12]=1, predict the reaction product. (5) Given the reactants Cl[C:2]1[CH:3]=[C:4]([CH:28]=[CH:29][N:30]=1)[C:5]([NH:7][C:8]1[CH:9]=[C:10]([C:15]2[CH:20]=[CH:19][C:18]([C:21]([NH:23][CH2:24][CH:25]3[CH2:27][CH2:26]3)=[O:22])=[CH:17][CH:16]=2)[C:11]([CH3:14])=[CH:12][CH:13]=1)=[O:6].[NH:31]1[CH2:36][CH2:35][CH2:34][CH2:33][CH2:32]1, predict the reaction product. The product is: [CH:25]1([CH2:24][NH:23][C:21]([C:18]2[CH:19]=[CH:20][C:15]([C:10]3[C:11]([CH3:14])=[CH:12][CH:13]=[C:8]([NH:7][C:5](=[O:6])[C:4]4[CH:28]=[CH:29][N:30]=[C:2]([N:31]5[CH2:36][CH2:35][CH2:34][CH2:33][CH2:32]5)[CH:3]=4)[CH:9]=3)=[CH:16][CH:17]=2)=[O:22])[CH2:27][CH2:26]1.